This data is from NCI-60 drug combinations with 297,098 pairs across 59 cell lines. The task is: Regression. Given two drug SMILES strings and cell line genomic features, predict the synergy score measuring deviation from expected non-interaction effect. (1) Drug 1: CCCS(=O)(=O)NC1=C(C(=C(C=C1)F)C(=O)C2=CNC3=C2C=C(C=N3)C4=CC=C(C=C4)Cl)F. Drug 2: CC(C)NC(=O)C1=CC=C(C=C1)CNNC.Cl. Cell line: MCF7. Synergy scores: CSS=-2.13, Synergy_ZIP=-0.295, Synergy_Bliss=-2.50, Synergy_Loewe=-4.74, Synergy_HSA=-4.55. (2) Drug 1: C1CC(CNC1)C2=CC=C(C=C2)N3C=C4C=CC=C(C4=N3)C(=O)N. Drug 2: CCC1(C2=C(COC1=O)C(=O)N3CC4=CC5=C(C=CC(=C5CN(C)C)O)N=C4C3=C2)O. Cell line: NCI-H460. Synergy scores: CSS=70.1, Synergy_ZIP=11.9, Synergy_Bliss=8.03, Synergy_Loewe=2.95, Synergy_HSA=10.7. (3) Drug 2: CC1CCC2CC(C(=CC=CC=CC(CC(C(=O)C(C(C(=CC(C(=O)CC(OC(=O)C3CCCCN3C(=O)C(=O)C1(O2)O)C(C)CC4CCC(C(C4)OC)O)C)C)O)OC)C)C)C)OC. Drug 1: CC1=C(C=C(C=C1)NC(=O)C2=CC=C(C=C2)CN3CCN(CC3)C)NC4=NC=CC(=N4)C5=CN=CC=C5. Cell line: MDA-MB-231. Synergy scores: CSS=-12.4, Synergy_ZIP=12.2, Synergy_Bliss=9.35, Synergy_Loewe=-10.7, Synergy_HSA=-11.8. (4) Synergy scores: CSS=25.6, Synergy_ZIP=-7.22, Synergy_Bliss=-2.37, Synergy_Loewe=-10.00, Synergy_HSA=1.27. Drug 2: C1CC(C1)(C(=O)O)C(=O)O.[NH2-].[NH2-].[Pt+2]. Drug 1: CC1OCC2C(O1)C(C(C(O2)OC3C4COC(=O)C4C(C5=CC6=C(C=C35)OCO6)C7=CC(=C(C(=C7)OC)O)OC)O)O. Cell line: A498. (5) Drug 1: CC(C1=C(C=CC(=C1Cl)F)Cl)OC2=C(N=CC(=C2)C3=CN(N=C3)C4CCNCC4)N. Drug 2: C1=CC(=CC=C1CCCC(=O)O)N(CCCl)CCCl. Cell line: MDA-MB-231. Synergy scores: CSS=27.4, Synergy_ZIP=-6.09, Synergy_Bliss=-4.09, Synergy_Loewe=-1.47, Synergy_HSA=-1.26. (6) Cell line: HCT116. Drug 1: COC1=NC(=NC2=C1N=CN2C3C(C(C(O3)CO)O)O)N. Synergy scores: CSS=21.5, Synergy_ZIP=2.52, Synergy_Bliss=-2.67, Synergy_Loewe=-20.6, Synergy_HSA=-3.23. Drug 2: CC1=C(N=C(N=C1N)C(CC(=O)N)NCC(C(=O)N)N)C(=O)NC(C(C2=CN=CN2)OC3C(C(C(C(O3)CO)O)O)OC4C(C(C(C(O4)CO)O)OC(=O)N)O)C(=O)NC(C)C(C(C)C(=O)NC(C(C)O)C(=O)NCCC5=NC(=CS5)C6=NC(=CS6)C(=O)NCCC[S+](C)C)O.